This data is from Forward reaction prediction with 1.9M reactions from USPTO patents (1976-2016). The task is: Predict the product of the given reaction. (1) The product is: [Br:1][C:2]1[CH:3]=[CH:4][C:5]([C:8]2([CH3:12])[CH2:9][N:10]([C:20](=[O:22])[CH3:21])[CH2:11]2)=[CH:6][CH:7]=1. Given the reactants [Br:1][C:2]1[CH:7]=[CH:6][C:5]([C:8]2([CH3:12])[CH2:11][NH:10][CH2:9]2)=[CH:4][CH:3]=1.CCN(CC)CC.[C:20](Cl)(=[O:22])[CH3:21], predict the reaction product. (2) Given the reactants [F:1][C:2]([F:30])([F:29])[C:3]1[CH:4]=[C:5]([CH:22]=[C:23]([C:25]([F:28])([F:27])[F:26])[CH:24]=1)[CH2:6][N:7]1[C:13](=[O:14])[C:12]2[C:15](Cl)=[N:16][C:17]([S:19][CH3:20])=[N:18][C:11]=2[NH:10][CH2:9][CH2:8]1.[CH3:31][C:32]1[CH:37]=[CH:36][CH:35]=[CH:34][C:33]=1OB(O)O, predict the reaction product. The product is: [F:1][C:2]([F:30])([F:29])[C:3]1[CH:4]=[C:5]([CH:22]=[C:23]([C:25]([F:28])([F:27])[F:26])[CH:24]=1)[CH2:6][N:7]1[C:13](=[O:14])[C:12]2[C:15]([C:33]3[CH:34]=[CH:35][CH:36]=[CH:37][C:32]=3[CH3:31])=[N:16][C:17]([S:19][CH3:20])=[N:18][C:11]=2[NH:10][CH2:9][CH2:8]1. (3) Given the reactants [OH:1][CH2:2][CH2:3][C:4]1[C:13]2[C:8](=[CH:9][CH:10]=[CH:11][CH:12]=2)[C:7]([NH:14][C:15](=[O:21])[O:16][C:17]([CH3:20])([CH3:19])[CH3:18])=[CH:6][CH:5]=1.[H-].[Na+].[Cl:24][C:25]1[CH:30]=[C:29](F)[CH:28]=[CH:27][N:26]=1.O, predict the reaction product. The product is: [Cl:24][C:25]1[CH:30]=[C:29]([O:1][CH2:2][CH2:3][C:4]2[C:13]3[C:8](=[CH:9][CH:10]=[CH:11][CH:12]=3)[C:7]([NH:14][C:15](=[O:21])[O:16][C:17]([CH3:18])([CH3:20])[CH3:19])=[CH:6][CH:5]=2)[CH:28]=[CH:27][N:26]=1.